Task: Predict the reactants needed to synthesize the given product.. Dataset: Full USPTO retrosynthesis dataset with 1.9M reactions from patents (1976-2016) (1) Given the product [CH2:29]([O:31][CH2:32][CH2:33][C:34]1[N:37]=[C:26]([CH:11]2[CH2:12][CH:13]([C:15]3[CH:16]=[CH:17][C:18]([O:21][C:22]([F:23])([F:24])[F:25])=[CH:19][CH:20]=3)[CH2:14][N:9]([C:7]([N:1]3[CH2:6][CH2:5][S:4][CH2:3][CH2:2]3)=[O:8])[CH2:10]2)[O:27][N:35]=1)[CH3:30], predict the reactants needed to synthesize it. The reactants are: [N:1]1([C:7]([N:9]2[CH2:14][CH:13]([C:15]3[CH:20]=[CH:19][C:18]([O:21][C:22]([F:25])([F:24])[F:23])=[CH:17][CH:16]=3)[CH2:12][CH:11]([C:26](O)=[O:27])[CH2:10]2)=[O:8])[CH2:6][CH2:5][S:4][CH2:3][CH2:2]1.[CH2:29]([O:31][CH2:32][CH2:33][C:34](=[NH:37])[NH:35]O)[CH3:30]. (2) Given the product [CH3:25][S:26]([O:15][CH2:14][C:12]1[N:13]=[C:9]([C:6]2[CH:5]=[CH:4][C:3]([C:2]([F:1])([F:16])[F:17])=[CH:8][CH:7]=2)[O:10][CH:11]=1)(=[O:28])=[O:27], predict the reactants needed to synthesize it. The reactants are: [F:1][C:2]([F:17])([F:16])[C:3]1[CH:8]=[CH:7][C:6]([C:9]2[O:10][CH:11]=[C:12]([CH2:14][OH:15])[N:13]=2)=[CH:5][CH:4]=1.C(N(CC)CC)C.[CH3:25][S:26](Cl)(=[O:28])=[O:27].O. (3) Given the product [NH2:8][C:6]1[CH:5]=[CH:4][N:3]=[C:2]([N:13]2[CH2:14][CH2:15][C:10]([CH3:9])([OH:16])[CH2:11][CH2:12]2)[N:7]=1, predict the reactants needed to synthesize it. The reactants are: Cl[C:2]1[N:7]=[C:6]([NH2:8])[CH:5]=[CH:4][N:3]=1.[CH3:9][C:10]1([OH:16])[CH2:15][CH2:14][NH:13][CH2:12][CH2:11]1. (4) Given the product [F:1][C:2]1[CH:10]=[CH:9][C:5]([C:6]([N:8]=[C:12]=[O:13])=[O:7])=[CH:4][CH:3]=1, predict the reactants needed to synthesize it. The reactants are: [F:1][C:2]1[CH:10]=[CH:9][C:5]([C:6]([NH2:8])=[O:7])=[CH:4][CH:3]=1.C(Cl)(=O)[C:12](Cl)=[O:13]. (5) The reactants are: [CH3:1][O:2][C:3]([C:5]1[O:6][C:7]([CH3:12])=[C:8]([CH2:10][OH:11])[CH:9]=1)=[O:4].[I:13][C:14]1[CH:19]=[CH:18][C:17](O)=[CH:16][CH:15]=1.C1(P(C2C=CC=CC=2)C2C=CC=CC=2)C=CC=CC=1.CC(OC(/N=N/C(OC(C)C)=O)=O)C. Given the product [CH3:1][O:2][C:3]([C:5]1[O:6][C:7]([CH3:12])=[C:8]([CH2:10][O:11][C:17]2[CH:18]=[CH:19][C:14]([I:13])=[CH:15][CH:16]=2)[CH:9]=1)=[O:4], predict the reactants needed to synthesize it.